Dataset: Tox21: 12 toxicity assays (nuclear receptors and stress response pathways). Task: Binary classification across 12 toxicity assays. (1) The drug is Cc1c(-c2cccnc2)c2ccccc2n1CCCCC(=O)O. It tested positive (active) for: NR-AhR (Aryl hydrocarbon Receptor agonist activity). (2) It tested positive (active) for: NR-Aromatase (Aromatase enzyme inhibition), SR-ARE (Antioxidant Response Element (oxidative stress)), and SR-MMP (Mitochondrial Membrane Potential disruption). The drug is CCCCCCCCn1cc[n+](C)c1.F[B-](F)(F)F. (3) The molecule is Cc1cc(C(C)(C)C)c(O)c(C)c1Cn1c(=O)n(Cc2c(C)cc(C(C)(C)C)c(O)c2C)c(=O)n(Cc2c(C)cc(C(C)(C)C)c(O)c2C)c1=O. It tested positive (active) for: NR-Aromatase (Aromatase enzyme inhibition), and SR-MMP (Mitochondrial Membrane Potential disruption). (4) The molecule is CC[C@@H]1C[C@H](N(Cc2cc(C(F)(F)F)cc(C(F)(F)F)c2)C(C)=O)c2cc(C(F)(F)F)ccc2N1C(=O)OC(C)C. It tested positive (active) for: SR-MMP (Mitochondrial Membrane Potential disruption). (5) The drug is Cc1ccc(N)c(N)c1. It tested positive (active) for: NR-AhR (Aryl hydrocarbon Receptor agonist activity), NR-ER (Estrogen Receptor agonist activity), NR-ER-LBD (Estrogen Receptor Ligand Binding Domain agonist), SR-ARE (Antioxidant Response Element (oxidative stress)), SR-ATAD5 (ATAD5 genotoxicity (DNA damage)), and SR-HSE (Heat Shock Element response). (6) The molecule is O=C(Oc1ccccc1)c1cccc(C(=O)Oc2ccccc2)c1. It tested positive (active) for: NR-AhR (Aryl hydrocarbon Receptor agonist activity), and NR-ER (Estrogen Receptor agonist activity). (7) The compound is CCC(C)(CN(C)C)OC(=O)c1ccccc1. It tested positive (active) for: NR-ER (Estrogen Receptor agonist activity).